From a dataset of Reaction yield outcomes from USPTO patents with 853,638 reactions. Predict the reaction yield, written as a fraction of the theoretical maximum amount of product (1.0 means a 100% yield; for example, 0.34 means a 34% yield). (1) The reactants are [NH:1]1[C:9]2[C:4](=[CH:5][CH:6]=[CH:7][CH:8]=2)[CH2:3][C:2]1=[O:10].[Li+].C[Si]([N-][Si](C)(C)C)(C)C.C1COCC1.[Cl:26][CH2:27][CH2:28][N:29]([CH3:40])[C:30]1[CH:31]=[C:32]2[C:36](=[CH:37][CH:38]=1)[C:35](=O)[O:34][CH2:33]2.Cl. The catalyst is C(COC)OC. The product is [Cl:26][CH2:27][CH2:28][N:29]([CH3:40])[C:30]1[CH:31]=[C:32]2[C:36](=[CH:37][CH:38]=1)[C:35](=[C:3]1[C:4]3[C:9](=[CH:8][CH:7]=[CH:6][CH:5]=3)[NH:1][C:2]1=[O:10])[O:34][CH2:33]2. The yield is 0.790. (2) The reactants are [Cl-].O[NH3+:3].[C:4](=[O:7])([O-])[OH:5].[Na+].CS(C)=O.[CH2:13]([C:15]1[N:20]=[CH:19][C:18]([CH2:21][N:22]2[C:27](=[O:28])[C:26]([CH2:29][C:30]3[CH:35]=[CH:34][C:33]([C:36]4[C:37]([C:42]#[N:43])=[CH:38][CH:39]=[CH:40][CH:41]=4)=[CH:32][CH:31]=3)=[C:25]([CH2:44][CH2:45][CH3:46])[N:24]3[N:47]=[C:48]([CH3:50])[N:49]=[C:23]23)=[CH:17][CH:16]=1)[CH3:14]. The catalyst is C(OCC)(=O)C. The product is [CH2:13]([C:15]1[N:20]=[CH:19][C:18]([CH2:21][N:22]2[C:27](=[O:28])[C:26]([CH2:29][C:30]3[CH:35]=[CH:34][C:33]([C:36]4[CH:41]=[CH:40][CH:39]=[CH:38][C:37]=4[C:42]4[NH:3][C:4](=[O:7])[O:5][N:43]=4)=[CH:32][CH:31]=3)=[C:25]([CH2:44][CH2:45][CH3:46])[N:24]3[N:47]=[C:48]([CH3:50])[N:49]=[C:23]23)=[CH:17][CH:16]=1)[CH3:14]. The yield is 0.460.